Task: Predict the product of the given reaction.. Dataset: Forward reaction prediction with 1.9M reactions from USPTO patents (1976-2016) (1) Given the reactants [O:1]1[C:5]2[CH:6]=[CH:7][C:8]([CH:10]([N:23]3[CH2:28][CH2:27][N:26]([CH3:29])[CH2:25][CH2:24]3)[C:11]([NH:13][NH:14][C:15]3[CH:20]=[C:19]([Cl:21])[CH:18]=[C:17]([Cl:22])[CH:16]=3)=[O:12])=[CH:9][C:4]=2[O:3][CH2:2]1.CCO.CC(O)C.Cl, predict the reaction product. The product is: [ClH:21].[O:1]1[C:5]2[CH:6]=[CH:7][C:8]([CH:10]([N:23]3[CH2:24][CH2:25][N:26]([CH3:29])[CH2:27][CH2:28]3)[C:11]([NH:13][NH:14][C:15]3[CH:16]=[C:17]([Cl:22])[CH:18]=[C:19]([Cl:21])[CH:20]=3)=[O:12])=[CH:9][C:4]=2[O:3][CH2:2]1. (2) Given the reactants [NH2:1][C:2]1[CH:11]=[CH:10][C:9]2[NH:8][C:7](=[O:12])[C:6]3[NH:13][CH:14]=[CH:15][C:5]=3[C:4]=2[CH:3]=1.Cl.[CH2:17]([C:19]([OH:21])=[O:20])[CH3:18].[F:22][C:23]1[CH:28]=[CH:27][CH:26]=[CH:25][C:24]=1[S:29](Cl)(=[O:31])=[O:30], predict the reaction product. The product is: [F:22][C:23]1[CH:28]=[CH:27][CH:26]=[CH:25][C:24]=1[S:29]([NH:1][C:2]1[CH:11]=[CH:10][C:9]2[NH:8][C:7](=[O:12])[C:6]3[NH:13][CH:14]=[CH:15][C:5]=3[C:4]=2[CH:3]=1)(=[O:31])=[O:30].[CH2:17]([C:19]([O-:21])=[O:20])[CH3:18]. (3) Given the reactants C(OC([N:8]1[CH2:13][CH2:12][C@H:11]([C:14]2[CH:15]=[C:16]([C:20]3[CH:25]=[CH:24][CH:23]=[CH:22][CH:21]=3)[CH:17]=[CH:18][CH:19]=2)[C@@H:10]([O:26][CH2:27][C:28]2[CH:37]=[CH:36][C:35]3[C:30](=[CH:31][CH:32]=[CH:33][CH:34]=3)[CH:29]=2)[CH2:9]1)=O)(C)(C)C.[ClH:38], predict the reaction product. The product is: [ClH:38].[C:16]1([C:20]2[CH:25]=[CH:24][CH:23]=[CH:22][CH:21]=2)[CH:17]=[CH:18][CH:19]=[C:14]([C@H:11]2[CH2:12][CH2:13][NH:8][CH2:9][C@@H:10]2[O:26][CH2:27][C:28]2[CH:37]=[CH:36][C:35]3[C:30](=[CH:31][CH:32]=[CH:33][CH:34]=3)[CH:29]=2)[CH:15]=1. (4) Given the reactants [NH2:1][C:2]1[CH:14]=[C:13]([C:15]2[CH:20]=[CH:19][CH:18]=[CH:17][CH:16]=2)[CH:12]=[CH:11][C:3]=1[C:4]([O:6][C:7]([CH3:10])([CH3:9])[CH3:8])=[O:5].C(=O)([O-])[O-].[Cs+].[Cs+].Br[C:28]1[CH:36]=[CH:35][CH:34]=[CH:33][C:29]=1[N:30]([CH3:32])[CH3:31].C1(P(C2CCCCC2)C2C=CC=CC=2C2C(C(C)C)=CC(C(C)C)=CC=2C(C)C)CCCCC1.C(O)(=O)CC(CC(O)=O)(C(O)=O)O, predict the reaction product. The product is: [CH3:31][N:30]([CH3:32])[C:29]1[CH:33]=[CH:34][CH:35]=[CH:36][C:28]=1[NH:1][C:2]1[CH:14]=[C:13]([C:15]2[CH:16]=[CH:17][CH:18]=[CH:19][CH:20]=2)[CH:12]=[CH:11][C:3]=1[C:4]([O:6][C:7]([CH3:10])([CH3:9])[CH3:8])=[O:5]. (5) The product is: [CH3:28][O:27][C:11]1[CH:10]=[C:7]([CH:6]=[C:5]([O:4][CH3:3])[C:12]=1[O:13][CH2:14][C:15]1[N:16]=[C:17]([C:21]2[CH:26]=[CH:25][CH:24]=[CH:23][CH:22]=2)[O:18][C:19]=1[CH3:20])[CH2:8][OH:9]. Given the reactants [BH4-].[Na+].[CH3:3][O:4][C:5]1[CH:6]=[C:7]([CH:10]=[C:11]([O:27][CH3:28])[C:12]=1[O:13][CH2:14][C:15]1[N:16]=[C:17]([C:21]2[CH:26]=[CH:25][CH:24]=[CH:23][CH:22]=2)[O:18][C:19]=1[CH3:20])[CH:8]=[O:9].CO.O, predict the reaction product.